Predict the reaction yield, written as a fraction of the theoretical maximum amount of product (1.0 means a 100% yield; for example, 0.34 means a 34% yield). From a dataset of Reaction yield outcomes from USPTO patents with 853,638 reactions. (1) The reactants are F[C:2]1[N:7]=[C:6]2[NH:8]N=[C:10]([C:11](O)=O)[C:5]2=[CH:4][CH:3]=1.C(Cl)(=O)[C:15](Cl)=[O:16].[NH2:20][CH2:21][C:22]([C:25]1[CH:30]=[CH:29][C:28]([NH:31][C:32](=[O:43])[C:33]2[CH:38]=[CH:37][C:36]([O:39][CH3:40])=[C:35]([O:41][CH3:42])[CH:34]=2)=[CH:27][CH:26]=1)([CH3:24])[CH3:23]. The catalyst is C(Cl)Cl. The product is [CH3:42][O:41][C:35]1[CH:34]=[C:33]([CH:38]=[CH:37][C:36]=1[O:39][CH3:40])[C:32]([NH:31][C:28]1[CH:27]=[CH:26][C:25]([C:22]([CH3:24])([CH3:23])[CH2:21][NH:20][C:15]([C:3]2[CH:4]=[C:5]3[CH:10]=[CH:11][NH:8][C:6]3=[N:7][CH:2]=2)=[O:16])=[CH:30][CH:29]=1)=[O:43]. The yield is 0.240. (2) The reactants are [F:1][C:2]1[C:3]([CH3:14])=[CH:4][C:5]2[C:9]([CH3:11])([CH3:10])[O:8][B:7]([OH:12])[C:6]=2[CH:13]=1.C(OOC(=O)C1C=CC=CC=1)(=[O:22])C1C=CC=CC=1.C1C(=O)N(Br)C(=O)C1.C([O-])([O-])=O.[Na+].[Na+].Cl. The catalyst is C(Cl)(Cl)(Cl)Cl. The product is [F:1][C:2]1[C:3]([CH:14]=[O:22])=[CH:4][C:5]2[C:9]([CH3:10])([CH3:11])[O:8][B:7]([OH:12])[C:6]=2[CH:13]=1. The yield is 0.910. (3) The reactants are [Cl:1][C:2]1[CH:7]=[C:6]([NH:8][C:9]2[CH:10]=[C:11]([CH:15]=[CH:16][CH:17]=2)C(O)=O)[C:5]([Cl:18])=[CH:4][N:3]=1.C[N:20]([CH3:29])CCCN=C=NCC.[OH:30]N1C2C=CC=CC=2N=N1.C(N(C(C)C)CC)(C)C.[C:49]([O-])(O)=[O:50].[Na+]. The catalyst is CN(C)C=O.C(Cl)Cl. The product is [Cl:1][C:2]1[CH:7]=[C:6]([NH:8][C:9]2[CH:17]=[CH:16][CH:15]=[CH:11][C:10]=2[C:29]([NH:20][O:50][CH3:49])=[O:30])[C:5]([Cl:18])=[CH:4][N:3]=1. The yield is 0.580. (4) The reactants are I[C:2]1[CH:7]=[CH:6][CH:5]=[CH:4][N:3]=1.[CH2:8]([C:12]1[O:16][N:15]=[C:14]([C:17]2[CH:22]=[CH:21][CH:20]=[CH:19][CH:18]=2)[CH:13]=1)[CH2:9][C:10]#[CH:11]. No catalyst specified. The product is [C:17]1([C:14]2[CH:13]=[C:12]([CH2:8][CH2:9][C:10]#[C:11][C:2]3[CH:7]=[CH:6][CH:5]=[CH:4][N:3]=3)[O:16][N:15]=2)[CH:18]=[CH:19][CH:20]=[CH:21][CH:22]=1. The yield is 0.750. (5) The reactants are [CH3:1][S:2]([CH2:5][C:6]([OH:8])=O)(=[O:4])=[O:3].O1CCCC1.C(Cl)(=O)C(Cl)=O.Cl.[NH2:21][C:22]1[N:23]=[C:24]2[CH:29]=[CH:28][C:27]([O:30][C:31]3[CH:32]=[CH:33][C:34]([CH3:47])=[C:35]([NH:37][C:38]([C:40]4[N:44]([CH3:45])[N:43]=[C:42]([CH3:46])[CH:41]=4)=[O:39])[CH:36]=3)=[N:26][N:25]2[CH:48]=1. The catalyst is CN(C)C=O.CN(C)C(=O)C. The product is [CH3:45][N:44]1[C:40]([C:38]([NH:37][C:35]2[CH:36]=[C:31]([O:30][C:27]3[CH:28]=[CH:29][C:24]4[N:25]([CH:48]=[C:22]([NH:21][C:6](=[O:8])[CH2:5][S:2]([CH3:1])(=[O:4])=[O:3])[N:23]=4)[N:26]=3)[CH:32]=[CH:33][C:34]=2[CH3:47])=[O:39])=[CH:41][C:42]([CH3:46])=[N:43]1. The yield is 0.380. (6) The product is [N+:24]([C:27]1[CH:28]=[C:29]([S:33]([NH:1][CH2:2][C:3]2[CH:4]=[C:5]([NH:9][C:10](=[O:16])[O:11][C:12]([CH3:13])([CH3:15])[CH3:14])[CH:6]=[CH:7][CH:8]=2)(=[O:35])=[O:34])[CH:30]=[CH:31][CH:32]=1)([O-:26])=[O:25]. The reactants are [NH2:1][CH2:2][C:3]1[CH:4]=[C:5]([NH:9][C:10](=[O:16])[O:11][C:12]([CH3:15])([CH3:14])[CH3:13])[CH:6]=[CH:7][CH:8]=1.C(N(CC)CC)C.[N+:24]([C:27]1[CH:28]=[C:29]([S:33](Cl)(=[O:35])=[O:34])[CH:30]=[CH:31][CH:32]=1)([O-:26])=[O:25].C([O-])([O-])=O.[Na+].[Na+]. The catalyst is O1CCCC1. The yield is 1.00. (7) The reactants are [CH2:1]([N:8]1[CH2:15][CH:14]([OH:16])[CH2:13][N:12]([S:17]([C:20]2[CH:25]=[CH:24][CH:23]=[CH:22][CH:21]=2)(=[O:19])=[O:18])[CH2:11][CH:10](O)[CH2:9]1)[C:2]1[CH:7]=[CH:6][CH:5]=[CH:4][CH:3]=1.CS(O)(=O)=O. The catalyst is C1(C)C=CC=CC=1. The product is [CH2:1]([N:8]1[CH2:9][CH:10]2[O:16][CH:14]([CH2:13][N:12]([S:17]([C:20]3[CH:21]=[CH:22][CH:23]=[CH:24][CH:25]=3)(=[O:18])=[O:19])[CH2:11]2)[CH2:15]1)[C:2]1[CH:3]=[CH:4][CH:5]=[CH:6][CH:7]=1. The yield is 0.150.